Dataset: Full USPTO retrosynthesis dataset with 1.9M reactions from patents (1976-2016). Task: Predict the reactants needed to synthesize the given product. (1) Given the product [CH3:10][O:9][C:7]([C:5]1[CH:4]=[CH:3][C:2]([C:11]([OH:13])=[O:12])=[N:1][CH:6]=1)=[O:8], predict the reactants needed to synthesize it. The reactants are: [N:1]1[CH:6]=[C:5]([C:7]([O:9][CH3:10])=[O:8])[CH:4]=[CH:3][C:2]=1[C:11]([O:13]C)=[O:12].[OH-].[K+]. (2) Given the product [CH3:24][C:23]1[CH:22]=[C:21]([CH3:25])[NH:20][C:19](=[O:26])[C:18]=1[CH2:17][NH:16][C:14]([C:4]1[C:5]2[CH:10]=[N:9][N:8]([CH:11]([CH3:13])[CH3:12])[C:6]=2[N:7]=[C:2]([CH:39]=[CH2:40])[CH:3]=1)=[O:15], predict the reactants needed to synthesize it. The reactants are: Br[C:2]1[CH:3]=[C:4]([C:14]([NH:16][CH2:17][C:18]2[C:19](=[O:26])[NH:20][C:21]([CH3:25])=[CH:22][C:23]=2[CH3:24])=[O:15])[C:5]2[CH:10]=[N:9][N:8]([CH:11]([CH3:13])[CH3:12])[C:6]=2[N:7]=1.C([O-])([O-])=O.[Na+].[Na+].CO.C(Cl)Cl.O1CCO[CH2:40][CH2:39]1. (3) Given the product [Cl:40][C:41]1[C:42]([C:51]([F:54])([F:53])[F:52])=[N:43][N:44]([CH2:47][C:48]([N:37]2[CH2:36][CH2:35][N:34]([C:29]3[CH:28]=[C:27]([O:26][CH3:25])[CH:32]=[CH:31][C:30]=3[CH3:1])[CH2:39][CH2:38]2)=[O:49])[C:45]=1[CH3:46], predict the reactants needed to synthesize it. The reactants are: [CH3:1]N(C(ON1N=NC2C=CC=NC1=2)=[N+](C)C)C.F[P-](F)(F)(F)(F)F.[CH3:25][O:26][C:27]1[CH:28]=[C:29]([N:34]2[CH2:39][CH2:38][NH:37][CH2:36][CH2:35]2)[CH:30]=[C:31](C)[CH:32]=1.[Cl:40][C:41]1[C:42]([C:51]([F:54])([F:53])[F:52])=[N:43][N:44]([CH2:47][C:48](O)=[O:49])[C:45]=1[CH3:46]. (4) Given the product [F:42][C:43]1[CH:44]=[CH:45][C:46]([CH2:49][O:20][C:17]2[CH:18]=[CH:19][N:14]([C:11]3[CH:12]=[N:13][C:8]([N:5]4[CH2:6][CH2:7][CH:3]([N:2]([CH3:22])[CH3:1])[CH2:4]4)=[CH:9][CH:10]=3)[C:15](=[O:21])[CH:16]=2)=[N:47][CH:48]=1, predict the reactants needed to synthesize it. The reactants are: [CH3:1][N:2]([CH3:22])[CH:3]1[CH2:7][CH2:6][N:5]([C:8]2[N:13]=[CH:12][C:11]([N:14]3[CH:19]=[CH:18][C:17]([OH:20])=[CH:16][C:15]3=[O:21])=[CH:10][CH:9]=2)[CH2:4]1.C1(P(C2C=CC=CC=2)C2C=CC=CC=2)C=CC=CC=1.[F:42][C:43]1[CH:44]=[CH:45][C:46]([CH2:49]O)=[N:47][CH:48]=1.N(/C(OC(C)(C)C)=O)=N\C(OC(C)(C)C)=O. (5) Given the product [Br:1][C:2]1[CH:3]=[CH:4][C:5]([C:6]([N:22]2[CH2:23][CH2:24][N:19]([C:13]3[C:12]([CH3:11])=[CH:17][C:16]([CH3:18])=[CH:15][N:14]=3)[CH2:20][CH2:21]2)=[O:8])=[CH:9][CH:10]=1, predict the reactants needed to synthesize it. The reactants are: [Br:1][C:2]1[CH:10]=[CH:9][C:5]([C:6]([OH:8])=O)=[CH:4][CH:3]=1.[CH3:11][C:12]1[C:13]([N:19]2[CH2:24][CH2:23][NH:22][CH2:21][CH2:20]2)=[N:14][CH:15]=[C:16]([CH3:18])[CH:17]=1. (6) Given the product [CH3:34][N:33]([CH2:2][CH2:3][C:4]1[C:12]2[CH:11]=[C:10]([CH2:13][N:14]3[N:15]=[CH:16][N:17]=[CH:18]3)[CH:9]=[CH:8][C:7]=2[NH:6][CH:5]=1)[CH3:42], predict the reactants needed to synthesize it. The reactants are: O[CH2:2][CH2:3][C:4]1[C:12]2[C:7](=[CH:8][CH:9]=[C:10]([CH2:13][N:14]3[CH:18]=[N:17][CH:16]=[N:15]3)[CH:11]=2)[NH:6][C:5]=1C(O)=O.C(=O)=O.C(O)(=O)CCC(O)=O.[N:33]1[C:42]2C(=CC=CC=2)C=C[CH:34]=1.